Predict the product of the given reaction. From a dataset of Forward reaction prediction with 1.9M reactions from USPTO patents (1976-2016). (1) Given the reactants C(N(CC)CC)C.Cl.CN(C)CCCN=C=NCC.ON1C2N=CC=CC=2N=N1.[CH2:30]([CH:33]1[CH2:39][CH2:38][CH:37]([C:40]2[CH:45]=[CH:44][CH:43]=[C:42]([F:46])[C:41]=2[F:47])[CH2:36][NH:35]/[C:34]/1=[N:48]\[NH2:49])[CH:31]=[CH2:32].[F:50][C:51]([F:57])([F:56])[CH2:52][C:53](O)=O, predict the reaction product. The product is: [CH2:30]([CH:33]1[CH2:39][CH2:38][CH:37]([C:40]2[CH:45]=[CH:44][CH:43]=[C:42]([F:46])[C:41]=2[F:47])[CH2:36][N:35]2[C:53]([CH2:52][C:51]([F:57])([F:56])[F:50])=[N:49][N:48]=[C:34]12)[CH:31]=[CH2:32]. (2) The product is: [NH2:14][C:11](=[N:12][O:13][C:36](=[O:37])[C:35]1[CH:39]=[CH:40][C:32]([Cl:31])=[CH:33][CH:34]=1)[C:8]1[C:9]([CH3:10])=[C:4]([C:5]([O:19][CH3:20])=[C:6]([C:15]([CH3:17])([CH3:16])[CH3:18])[CH:7]=1)[C:3]([O:2][CH3:1])=[O:21]. Given the reactants [CH3:1][O:2][C:3](=[O:21])[C:4]1[C:9]([CH3:10])=[C:8]([C:11](=[NH:14])[NH:12][OH:13])[CH:7]=[C:6]([C:15]([CH3:18])([CH3:17])[CH3:16])[C:5]=1[O:19][CH3:20].C(N(C(C)C)CC)(C)C.[Cl:31][C:32]1[CH:40]=[CH:39][C:35]([C:36](Cl)=[O:37])=[CH:34][CH:33]=1, predict the reaction product. (3) Given the reactants [CH3:1][C:2]1[CH:7]=[CH:6][C:5]([NH:8][C:9](=[O:21])[C:10]2[CH:15]=[CH:14][N:13]=[C:12]([N:16]3[CH2:20][CH2:19][CH2:18][CH2:17]3)[CH:11]=2)=[CH:4][C:3]=1[C:22]1[CH:27]=[CH:26][C:25]([C:28](O)=[O:29])=[CH:24][CH:23]=1.CN(C(ON1N=NC2C=CC=NC1=2)=[N+](C)C)C.F[P-](F)(F)(F)(F)F.C1C=CC2N(O)N=NC=2C=1.CCN(C(C)C)C(C)C.[CH3:74][O:75][C:76]1[CH:82]=[CH:81][C:79]([NH2:80])=[CH:78][CH:77]=1, predict the reaction product. The product is: [CH3:74][O:75][C:76]1[CH:82]=[CH:81][C:79]([NH:80][C:28]([C:25]2[CH:24]=[CH:23][C:22]([C:3]3[C:2]([CH3:1])=[CH:7][CH:6]=[C:5]([NH:8][C:9](=[O:21])[C:10]4[CH:15]=[CH:14][N:13]=[C:12]([N:16]5[CH2:20][CH2:19][CH2:18][CH2:17]5)[CH:11]=4)[CH:4]=3)=[CH:27][CH:26]=2)=[O:29])=[CH:78][CH:77]=1. (4) Given the reactants [N:1]1([C:6]2[CH:11]=[CH:10][C:9]([CH2:12][NH2:13])=[CH:8][CH:7]=2)[CH:5]=[CH:4][N:3]=[N:2]1.C(O)(C(F)(F)F)=O.[Cl:21][C:22]1[N:27]=[C:26](Cl)[C:25]([CH3:29])=[CH:24][N:23]=1.C(N(CC)CC)C, predict the reaction product. The product is: [N:1]1([C:6]2[CH:7]=[CH:8][C:9]([CH2:12][NH:13][C:24]3[C:25]([CH3:29])=[CH:26][N:27]=[C:22]([Cl:21])[N:23]=3)=[CH:10][CH:11]=2)[CH:5]=[CH:4][N:3]=[N:2]1. (5) Given the reactants [F:1][C:2]1([F:21])[CH2:7][O:6][C:5]([NH2:8])=[N:4][C@:3]1([CH2:19][F:20])[C:9]1[CH:14]=[C:13]([N+:15]([O-])=O)[CH:12]=[CH:11][C:10]=1[F:18], predict the reaction product. The product is: [NH2:15][C:13]1[CH:12]=[CH:11][C:10]([F:18])=[C:9]([C@:3]2([CH2:19][F:20])[C:2]([F:21])([F:1])[CH2:7][O:6][C:5]([NH2:8])=[N:4]2)[CH:14]=1.